Task: Predict the product of the given reaction.. Dataset: Forward reaction prediction with 1.9M reactions from USPTO patents (1976-2016) Given the reactants [C:1]([O:5][C:6]([NH:8][C:9]1[C:14]([C:15]([OH:17])=O)=[CH:13][N:12]=[CH:11][CH:10]=1)=[O:7])([CH3:4])([CH3:3])[CH3:2].C(C1NC=CN=1)([C:20]1[NH:21]C=CN=1)=O.CN.C(Cl)Cl, predict the reaction product. The product is: [C:1]([O:5][C:6](=[O:7])[NH:8][C:9]1[CH:10]=[CH:11][N:12]=[CH:13][C:14]=1[C:15]([NH:21][CH3:20])=[O:17])([CH3:2])([CH3:3])[CH3:4].